Dataset: Forward reaction prediction with 1.9M reactions from USPTO patents (1976-2016). Task: Predict the product of the given reaction. (1) Given the reactants [C:1]([C:3]1[CH:8]=[CH:7][C:6]([C:9]2[CH:14]=[CH:13][C:12]([OH:15])=[C:11]([C:16]([OH:18])=O)[C:10]=2[CH3:19])=[CH:5][CH:4]=1)#[N:2].[Cl:20][C:21]1[CH:27]=[C:26]([S:28]([C:31]([F:34])([F:33])[F:32])(=[O:30])=[O:29])[CH:25]=[CH:24][C:22]=1[NH2:23], predict the reaction product. The product is: [Cl:20][C:21]1[CH:27]=[C:26]([S:28]([C:31]([F:32])([F:33])[F:34])(=[O:30])=[O:29])[CH:25]=[CH:24][C:22]=1[NH:23][C:16]([C:11]1[C:10]([CH3:19])=[C:9]([C:6]2[CH:5]=[CH:4][C:3]([C:1]#[N:2])=[CH:8][CH:7]=2)[CH:14]=[CH:13][C:12]=1[OH:15])=[O:18]. (2) The product is: [OH:1][C@H:2]1[CH2:6][N:5]([C:7](=[O:20])[C@@H:8]([N:10]2[CH2:18][C:17]3[C:12](=[CH:13][CH:14]=[CH:15][CH:16]=3)[C:11]2=[O:19])[CH3:9])[C@H:4]([C:21]([OH:23])=[O:22])[CH2:3]1. Given the reactants [OH:1][C@H:2]1[CH2:6][N:5]([C:7](=[O:20])[C@@H:8]([N:10]2[CH2:18][C:17]3[C:12](=[CH:13][CH:14]=[CH:15][CH:16]=3)[C:11]2=[O:19])[CH3:9])[C@H:4]([C:21]([O:23]C)=[O:22])[CH2:3]1.[OH-].[Na+].Cl, predict the reaction product. (3) Given the reactants Cl.[F:2][CH2:3][CH2:4][NH2:5].[S:6]1[C:10]2[CH:11]=[CH:12][CH:13]=[CH:14][C:9]=2[N:8]=[C:7]1[C:15]1[CH:16]=[C:17]([S:20](Cl)(=[O:22])=[O:21])[S:18][CH:19]=1.O.ClCCl, predict the reaction product. The product is: [F:2][CH2:3][CH2:4][NH:5][S:20]([C:17]1[S:18][CH:19]=[C:15]([C:7]2[S:6][C:10]3[CH:11]=[CH:12][CH:13]=[CH:14][C:9]=3[N:8]=2)[CH:16]=1)(=[O:21])=[O:22]. (4) The product is: [Cl:12][C:3]1[C:4]([Cl:11])=[N:5][CH:6]=[C:7]([C:2]=1[NH:17][C:16]1[CH:18]=[CH:19][C:20]([O:21][CH3:22])=[C:14]([F:13])[CH:15]=1)[C:8]([OH:10])=[O:9]. Given the reactants Cl[C:2]1[C:7]([C:8]([OH:10])=[O:9])=[CH:6][N:5]=[C:4]([Cl:11])[C:3]=1[Cl:12].[F:13][C:14]1[CH:15]=[C:16]([CH:18]=[CH:19][C:20]=1[O:21][CH3:22])[NH2:17], predict the reaction product. (5) Given the reactants Br[CH2:2][C:3]1[NH:8][C:7]([C:9]2[CH:14]=[N:13][CH:12]=[CH:11][N:10]=2)=[N:6][CH:5]([C:15]2[CH:20]=[CH:19][C:18]([F:21])=[CH:17][C:16]=2[Cl:22])[C:4]=1[C:23]([O:25][CH2:26][CH3:27])=[O:24].Cl.[NH:29]1[CH2:34][CH2:33][O:32][CH:31]([CH2:35][C:36]([OH:38])=[O:37])[CH2:30]1, predict the reaction product. The product is: [Cl:22][C:16]1[CH:17]=[C:18]([F:21])[CH:19]=[CH:20][C:15]=1[CH:5]1[N:6]=[C:7]([C:9]2[CH:14]=[N:13][CH:12]=[CH:11][N:10]=2)[NH:8][C:3]([CH2:2][N:29]2[CH2:34][CH2:33][O:32][CH:31]([CH2:35][C:36]([OH:38])=[O:37])[CH2:30]2)=[C:4]1[C:23]([O:25][CH2:26][CH3:27])=[O:24].